The task is: Predict which catalyst facilitates the given reaction.. This data is from Catalyst prediction with 721,799 reactions and 888 catalyst types from USPTO. (1) Reactant: [NH:1]1[C:5]2[CH:6]=[CH:7][CH:8]=[CH:9][C:4]=2[N:3]=[C:2]1[C:10]1[CH:15]=[CH:14][C:13]([C:16]2[O:17][CH:18]=[C:19]([C:21]([O:23][CH3:24])=[O:22])[N:20]=2)=[CH:12][CH:11]=1.Br[CH2:26][CH:27]1[CH2:30][CH2:29][CH2:28]1.C([O-])([O-])=O.[K+].[K+]. Product: [CH:27]1([CH2:26][N:1]2[C:5]3[CH:6]=[CH:7][CH:8]=[CH:9][C:4]=3[N:3]=[C:2]2[C:10]2[CH:11]=[CH:12][C:13]([C:16]3[O:17][CH:18]=[C:19]([C:21]([O:23][CH3:24])=[O:22])[N:20]=3)=[CH:14][CH:15]=2)[CH2:30][CH2:29][CH2:28]1. The catalyst class is: 10. (2) Reactant: [Br:1][C:2]1[C:3]([NH:9][CH:10]2[CH2:14][CH2:13][CH2:12][CH2:11]2)=[N:4][C:5]([Cl:8])=[N:6][CH:7]=1.[H-].[Na+].[CH3:17]I. Product: [Br:1][C:2]1[C:3]([N:9]([CH:10]2[CH2:14][CH2:13][CH2:12][CH2:11]2)[CH3:17])=[N:4][C:5]([Cl:8])=[N:6][CH:7]=1. The catalyst class is: 1. (3) Reactant: C([O:8][C:9]1[CH:10]=[C:11]([CH:25]=[CH:26][C:27]=1[B:28]1[O:32][C:31]([CH3:34])([CH3:33])[C:30]([CH3:36])([CH3:35])[O:29]1)[C:12]([NH:14][C:15]1[CH:20]=[C:19]([C:21]([F:24])([F:23])[F:22])[CH:18]=[CH:17][N:16]=1)=[O:13])C1C=CC=CC=1.CO. Product: [OH:8][C:9]1[CH:10]=[C:11]([CH:25]=[CH:26][C:27]=1[B:28]1[O:32][C:31]([CH3:34])([CH3:33])[C:30]([CH3:36])([CH3:35])[O:29]1)[C:12]([NH:14][C:15]1[CH:20]=[C:19]([C:21]([F:24])([F:22])[F:23])[CH:18]=[CH:17][N:16]=1)=[O:13]. The catalyst class is: 78. (4) Reactant: [C:1]([O:5][C:6]([NH:8][C:9]1[O:17][C:16]2[C:11](=[N:12][CH:13]=[C:14]([CH:18]3[CH2:20][CH2:19]3)[CH:15]=2)[C:10]=1[C:21]([O:23]CC)=[O:22])=[O:7])([CH3:4])([CH3:3])[CH3:2].[Li+].[OH-].O.CO. Product: [C:1]([O:5][C:6]([NH:8][C:9]1[O:17][C:16]2[C:11](=[N:12][CH:13]=[C:14]([CH:18]3[CH2:19][CH2:20]3)[CH:15]=2)[C:10]=1[C:21]([OH:23])=[O:22])=[O:7])([CH3:4])([CH3:2])[CH3:3]. The catalyst class is: 1. (5) The catalyst class is: 13. Reactant: [C:1]([O:5][C:6](=[O:24])[NH:7][C:8]1([C:12](=[C:14]2C(=O)OC(C)(C)[O:16][C:15]2=O)[OH:13])[CH2:11][CH2:10][CH2:9]1)([CH3:4])([CH3:3])[CH3:2]. Product: [C:1]([O:5][C:6]([N:7]1[C:15](=[O:16])[CH:14]=[C:12]([OH:13])[C:8]21[CH2:11][CH2:10][CH2:9]2)=[O:24])([CH3:4])([CH3:3])[CH3:2]. (6) Product: [CH2:11]([C:18]1[C:23]2[O:24][CH:25]([CH3:29])[C:26](=[O:28])[NH:27][C:22]=2[CH:21]=[C:20]([CH:30]=[O:31])[CH:19]=1)[CH:10]=[CH2:9]. The catalyst class is: 93. Reactant: P([O-])([O-])([O-])=O.[K+].[K+].[K+].[CH2:9]([B-](F)(F)F)[CH:10]=[CH2:11].[K+].Cl[C:18]1[C:23]2[O:24][CH:25]([CH3:29])[C:26](=[O:28])[NH:27][C:22]=2[CH:21]=[C:20]([CH:30]=[O:31])[CH:19]=1.C1(P(C2CCCCC2)C2C=CC=CC=2C2C(OC(C)C)=CC=CC=2OC(C)C)CCCCC1. (7) Reactant: [Br:1][C:2]1[CH:3]=[CH:4][C:5]([S:8](Cl)(=[O:10])=[O:9])=[N:6][CH:7]=1.[NH2:12][CH2:13][CH2:14][NH:15][C:16](=[O:18])[CH3:17].CCN(CC)CC. Product: [Br:1][C:2]1[CH:3]=[CH:4][C:5]([S:8]([NH:12][CH2:13][CH2:14][NH:15][C:16](=[O:18])[CH3:17])(=[O:10])=[O:9])=[N:6][CH:7]=1. The catalyst class is: 2.